This data is from NCI-60 drug combinations with 297,098 pairs across 59 cell lines. The task is: Regression. Given two drug SMILES strings and cell line genomic features, predict the synergy score measuring deviation from expected non-interaction effect. (1) Drug 1: CN(C)C1=NC(=NC(=N1)N(C)C)N(C)C. Drug 2: C1=CC(=CC=C1CC(C(=O)O)N)N(CCCl)CCCl.Cl. Cell line: UACC-257. Synergy scores: CSS=5.34, Synergy_ZIP=2.95, Synergy_Bliss=10.3, Synergy_Loewe=2.61, Synergy_HSA=4.25. (2) Drug 1: CC1=C(N=C(N=C1N)C(CC(=O)N)NCC(C(=O)N)N)C(=O)NC(C(C2=CN=CN2)OC3C(C(C(C(O3)CO)O)O)OC4C(C(C(C(O4)CO)O)OC(=O)N)O)C(=O)NC(C)C(C(C)C(=O)NC(C(C)O)C(=O)NCCC5=NC(=CS5)C6=NC(=CS6)C(=O)NCCC[S+](C)C)O. Drug 2: CN(CC1=CN=C2C(=N1)C(=NC(=N2)N)N)C3=CC=C(C=C3)C(=O)NC(CCC(=O)O)C(=O)O. Cell line: HCC-2998. Synergy scores: CSS=36.5, Synergy_ZIP=-0.413, Synergy_Bliss=4.34, Synergy_Loewe=-7.74, Synergy_HSA=2.13.